This data is from Catalyst prediction with 721,799 reactions and 888 catalyst types from USPTO. The task is: Predict which catalyst facilitates the given reaction. (1) Reactant: [NH2:1][C:2]1[CH:7]=[CH:6][C:5]([N:8]2[CH2:13][CH2:12][N:11]([CH2:14][C@@H:15]([OH:17])[CH3:16])[CH2:10][CH2:9]2)=[CH:4][CH:3]=1.[Cl:18][C:19]1[N:24]=[C:23](Cl)[N:22]=[CH:21][N:20]=1.C(=O)([O-])[O-].[K+].[K+].CC(N(C)C)=O. Product: [Cl:18][C:19]1[N:24]=[CH:23][N:22]=[C:21]([NH:1][C:2]2[CH:3]=[CH:4][C:5]([N:8]3[CH2:9][CH2:10][N:11]([CH2:14][C@@H:15]([OH:17])[CH3:16])[CH2:12][CH2:13]3)=[CH:6][CH:7]=2)[N:20]=1. The catalyst class is: 6. (2) Reactant: [C:1](=[S:4])([O-:3])[CH3:2].C([O-])(=S)C.[K+].CS([O:14][C@H:15]1[CH2:20][CH2:19][O:18][CH2:17][C@H:16]1[CH3:21])(=O)=O. Product: [CH3:21][C@H:16]1[C@@H:15]([OH:14])[CH2:20][CH2:19][O:18][CH2:17]1.[C:1](=[S:4])([O-:3])[CH3:2]. The catalyst class is: 44. (3) Reactant: [CH3:1][S:2][C:3]1[C:8]2=[CH:9][CH:10]=[CH:11][N:7]2[N:6]=[CH:5][N:4]=1.C([N-]C(C)C)(C)C.[Li+].[CH2:20]([O:27][C@@H:28]1[C@H:32]([O:33][CH2:34][C:35]2[CH:40]=[CH:39][CH:38]=[CH:37][CH:36]=2)[C@@H:31]([CH2:41][O:42][CH2:43][C:44]2[CH:49]=[CH:48][CH:47]=[CH:46][CH:45]=2)[O:30][C:29]1=[O:50])[C:21]1[CH:26]=[CH:25][CH:24]=[CH:23][CH:22]=1. Product: [CH2:20]([O:27][C@@H:28]1[C@H:32]([O:33][CH2:34][C:35]2[CH:40]=[CH:39][CH:38]=[CH:37][CH:36]=2)[C@@H:31]([CH2:41][O:42][CH2:43][C:44]2[CH:45]=[CH:46][CH:47]=[CH:48][CH:49]=2)[O:30][C:29]1([C:11]1[N:7]2[C:8]([C:3]([S:2][CH3:1])=[N:4][CH:5]=[N:6]2)=[CH:9][CH:10]=1)[OH:50])[C:21]1[CH:26]=[CH:25][CH:24]=[CH:23][CH:22]=1. The catalyst class is: 1. (4) Reactant: [Br:1][C:2]1[CH:3]=[C:4]2[C:8](=[C:9]([F:11])[CH:10]=1)[C:7](=[O:12])[CH2:6][CH2:5]2.CS(O)(=O)=O.[N-:18]=[N+]=[N-].[Na+].[OH-].[Na+]. Product: [Br:1][C:2]1[CH:3]=[C:4]2[C:8](=[C:9]([F:11])[CH:10]=1)[C:7](=[O:12])[NH:18][CH2:6][CH2:5]2. The catalyst class is: 2.